The task is: Predict the product of the given reaction.. This data is from Forward reaction prediction with 1.9M reactions from USPTO patents (1976-2016). Given the reactants [N:1]([C:4]1[S:8][C:7]([C:9]2[CH:10]=[C:11]3[C:15](=[CH:16][CH:17]=2)[N:14]([C:18]([O:20][C:21]([CH3:24])([CH3:23])[CH3:22])=[O:19])[CH:13]=[C:12]3[C:25]2[CH:30]=[CH:29][CH:28]=[C:27]([N:31]3[CH2:36][CH2:35][O:34][CH2:33][CH2:32]3)[N:26]=2)=[N:6][N:5]=1)=[N+]=[N-], predict the reaction product. The product is: [NH2:1][C:4]1[S:8][C:7]([C:9]2[CH:10]=[C:11]3[C:15](=[CH:16][CH:17]=2)[N:14]([C:18]([O:20][C:21]([CH3:24])([CH3:23])[CH3:22])=[O:19])[CH:13]=[C:12]3[C:25]2[CH:30]=[CH:29][CH:28]=[C:27]([N:31]3[CH2:32][CH2:33][O:34][CH2:35][CH2:36]3)[N:26]=2)=[N:6][N:5]=1.